From a dataset of Forward reaction prediction with 1.9M reactions from USPTO patents (1976-2016). Predict the product of the given reaction. (1) Given the reactants [OH:1][N:2]1[C:6](=[O:7])[C:5]2=[CH:8][CH:9]=[CH:10][CH:11]=[C:4]2[C:3]1=[O:12].[Br:13][CH2:14][CH2:15][CH2:16]Br.C(N(CC)CC)C, predict the reaction product. The product is: [Br:13][CH2:14][CH2:15][CH2:16][O:1][N:2]1[C:3](=[O:12])[C:4]2[C:5](=[CH:8][CH:9]=[CH:10][CH:11]=2)[C:6]1=[O:7]. (2) Given the reactants [CH2:1]([O:3][C:4](=[O:20])[C:5]1[CH:10]=[CH:9][C:8]([C:11](=[O:19])[C:12]2[CH:17]=[CH:16][C:15]([Br:18])=[CH:14][CH:13]=2)=[CH:7][CH:6]=1)[CH3:2].[CH2:21]([Mg]Br)[CH2:22][CH2:23][CH2:24][CH2:25][CH3:26], predict the reaction product. The product is: [CH2:1]([O:3][C:4](=[O:20])[C:5]1[CH:6]=[CH:7][C:8]([C:11]([C:12]2[CH:17]=[CH:16][C:15]([Br:18])=[CH:14][CH:13]=2)([OH:19])[CH2:21][CH2:22][CH2:23][CH2:24][CH2:25][CH3:26])=[CH:9][CH:10]=1)[CH3:2]. (3) The product is: [Cl:1][C:2]1[CH:3]=[C:4]2[C:9](=[CH:10][C:11]=1[O:12][C:13]1[CH:18]=[C:17]([CH3:19])[C:16]([CH3:20])=[CH:15][C:14]=1[Cl:21])[O:8][CH:7]([C:22]([F:24])([F:25])[F:23])[C:6]([C:26]([OH:28])=[O:27])=[CH:5]2. Given the reactants [Cl:1][C:2]1[CH:3]=[C:4]2[C:9](=[CH:10][C:11]=1[O:12][C:13]1[CH:18]=[C:17]([CH3:19])[C:16]([CH3:20])=[CH:15][C:14]=1[Cl:21])[O:8][CH:7]([C:22]([F:25])([F:24])[F:23])[C:6]([C:26]([O:28]CC)=[O:27])=[CH:5]2.O.[OH-].[Li+].[Al].Cl, predict the reaction product. (4) Given the reactants Cl[C:2]1[CH:7]=[C:6]([N:8]2[CH2:13][CH2:12][O:11][CH2:10][CH2:9]2)[N:5]=[C:4]([C:14]2[CH:15]=[C:16]([OH:20])[CH:17]=[CH:18][CH:19]=2)[N:3]=1.[NH2:21][C:22]1[CH:27]=[CH:26][CH:25]=[CH:24][CH:23]=1, predict the reaction product. The product is: [N:8]1([C:6]2[CH:7]=[C:2]([NH:21][C:22]3[CH:27]=[CH:26][CH:25]=[CH:24][CH:23]=3)[N:3]=[C:4]([C:14]3[CH:15]=[C:16]([OH:20])[CH:17]=[CH:18][CH:19]=3)[N:5]=2)[CH2:13][CH2:12][O:11][CH2:10][CH2:9]1. (5) Given the reactants P([O-])(O)(O)=O.[K+].[C:7]([NH:14][CH2:15][C:16](=[O:39])[CH2:17][CH2:18][C:19]([O:21][CH2:22][CH2:23][CH2:24][CH2:25][CH2:26][CH2:27][CH2:28][CH2:29][CH2:30][C:31]([O:33]CC(Cl)(Cl)Cl)=[O:32])=[O:20])([O:9][C:10]([CH3:13])([CH3:12])[CH3:11])=[O:8], predict the reaction product. The product is: [C:7]([NH:14][CH2:15][C:16](=[O:39])[CH2:17][CH2:18][C:19]([O:21][CH2:22][CH2:23][CH2:24][CH2:25][CH2:26][CH2:27][CH2:28][CH2:29][CH2:30][C:31]([OH:33])=[O:32])=[O:20])([O:9][C:10]([CH3:13])([CH3:12])[CH3:11])=[O:8].